Dataset: Reaction yield outcomes from USPTO patents with 853,638 reactions. Task: Predict the reaction yield, written as a fraction of the theoretical maximum amount of product (1.0 means a 100% yield; for example, 0.34 means a 34% yield). (1) The reactants are [CH3:1][C:2]([CH:5]=O)([CH3:4])[CH3:3].C(O)(=O)C.[C:11]([O:15][C:16]([CH3:19])([CH3:18])[CH3:17])(=[O:14])[NH:12][NH2:13]. The catalyst is CO. The product is [C:16]([O:15][C:11]([NH:12][N:13]=[CH:5][C:2]([CH3:1])([CH3:3])[CH3:4])=[O:14])([CH3:19])([CH3:18])[CH3:17]. The yield is 0.930. (2) The reactants are [CH2:1]([N:3]1[C:7](B2OC(C)(C)C(C)(C)O2)=[CH:6][CH:5]=[N:4]1)[CH3:2].C(=O)([O-])[O-].[K+].[K+].Br[C:24]1[CH:25]=[C:26]([C:30]([O:32][CH3:33])=[O:31])[O:27][C:28]=1[Cl:29]. The catalyst is COCCOC.O.C(Cl)Cl.CC(C)([P](C(C)(C)C)([Pd][P](C(C)(C)C)(C(C)(C)C)C(C)(C)C)C(C)(C)C)C. The product is [Cl:29][C:28]1[O:27][C:26]([C:30]([O:32][CH3:33])=[O:31])=[CH:25][C:24]=1[C:7]1[N:3]([CH2:1][CH3:2])[N:4]=[CH:5][CH:6]=1. The yield is 0.501. (3) The yield is 0.700. The product is [CH:21]1([C:19]([NH:18][C:13]2[N:14]=[CH:15][C:16]3[C:11]([CH:12]=2)=[CH:10][CH:9]=[C:8]([C:5]2[C:4]([CH3:24])=[CH:3][C:2]([C:64]([O:65][CH3:70])=[O:67])=[N:7][CH:6]=2)[CH:17]=3)=[O:20])[CH2:23][CH2:22]1. The catalyst is C(OCC)(=O)C.C([O-])(=O)C.[Pd+2].C([O-])(=O)C.CN(C)C=O. The reactants are Cl[C:2]1[N:7]=[CH:6][C:5]([C:8]2[CH:17]=[C:16]3[C:11]([CH:12]=[C:13]([NH:18][C:19]([CH:21]4[CH2:23][CH2:22]4)=[O:20])[N:14]=[CH:15]3)=[CH:10][CH:9]=2)=[C:4]([CH3:24])[CH:3]=1.F[B-](F)(F)F.F[B-](F)(F)F.C1(P(C2CCCCC2)CCCP(C2CCCCC2)C2CCCCC2)CCCCC1.[C:64](=[O:67])([O-])[O-:65].[K+].[K+].[CH3:70]O.